This data is from Reaction yield outcomes from USPTO patents with 853,638 reactions. The task is: Predict the reaction yield, written as a fraction of the theoretical maximum amount of product (1.0 means a 100% yield; for example, 0.34 means a 34% yield). (1) The reactants are [Br:1][C:2]1[CH:15]=[CH:14][C:5]([C:6]([NH:8][CH2:9][Si:10]([CH3:13])([CH3:12])[CH3:11])=O)=[CH:4][C:3]=1[CH3:16].COC1C=CC(P2(=S)SP(C3C=CC(OC)=CC=3)(=S)[S:26]2)=CC=1. The catalyst is C1(C)C=CC=CC=1. The product is [Br:1][C:2]1[CH:15]=[CH:14][C:5]([C:6](=[S:26])[NH:8][CH2:9][Si:10]([CH3:13])([CH3:12])[CH3:11])=[CH:4][C:3]=1[CH3:16]. The yield is 0.880. (2) The reactants are [Br:1][CH2:2][C:3](Br)=[O:4].O[NH:7][C:8]([C:10]1[CH:18]=[CH:17][C:13]2[O:14][CH2:15][O:16][C:12]=2[CH:11]=1)=[NH:9].C([O-])([O-])=O.[K+].[K+]. The catalyst is O. The product is [O:14]1[C:13]2[CH:17]=[CH:18][C:10]([C:8]3[N:7]=[C:3]([CH2:2][Br:1])[O:4][N:9]=3)=[CH:11][C:12]=2[O:16][CH2:15]1. The yield is 0.310. (3) The reactants are [CH:1]1([C:7]2[CH:8]=[C:9]3[C:14](=[CH:15][CH:16]=2)[CH2:13][N:12]([S:17]([CH2:20][CH:21]([CH:25]([CH3:27])[CH3:26])C(O)=O)(=[O:19])=[O:18])[CH2:11][CH2:10]3)[CH2:6][CH2:5][CH2:4][CH2:3][CH2:2]1.C(Cl)(=O)C(Cl)=[O:30].C[N:35](C)[CH:36]=[O:37]. The catalyst is ClCCl. The product is [CH:1]1([C:7]2[CH:8]=[C:9]3[C:14](=[CH:15][CH:16]=2)[CH2:13][N:12]([S:17]([CH2:20][CH:21]([CH:25]([CH3:27])[CH3:26])[C:36]([NH:35][OH:30])=[O:37])(=[O:19])=[O:18])[CH2:11][CH2:10]3)[CH2:2][CH2:3][CH2:4][CH2:5][CH2:6]1. The yield is 0.820. (4) The reactants are [C:1]([C@H:4]1[CH2:9][CH2:8][C@H:7]([CH2:10][N:11]2[CH2:19][C:18]3[C:13](=[C:14]([F:21])[C:15]([OH:20])=[CH:16][CH:17]=3)[C:12]2=[O:22])[CH2:6][CH2:5]1)(=O)[CH3:2].C(O)(=O)C.N.[BH3-]C#[N:30].[Na+]. The catalyst is CO. The product is [NH2:30][CH:1]([C@H:4]1[CH2:9][CH2:8][C@H:7]([CH2:10][N:11]2[CH2:19][C:18]3[C:13](=[C:14]([F:21])[C:15]([OH:20])=[CH:16][CH:17]=3)[C:12]2=[O:22])[CH2:6][CH2:5]1)[CH3:2]. The yield is 0.800. (5) The reactants are [CH2:1]([C:3]([C:21]1[CH:35]=[CH:34][C:24]([O:25][CH2:26][C@@H:27]([OH:33])[CH2:28][CH2:29][C:30]([OH:32])=[O:31])=[C:23]([CH3:36])[CH:22]=1)([C:6]1[CH:11]=[CH:10][C:9]([C:12]#[C:13][C:14]([CH2:18][CH3:19])([OH:17])[CH2:15][CH3:16])=[C:8]([CH3:20])[CH:7]=1)[CH2:4][CH3:5])[CH3:2].[OH-].[K+]. The catalyst is CCO.[OH-].[OH-].[Pd+2]. The product is [CH2:1]([C:3]([C:21]1[CH:35]=[CH:34][C:24]([O:25][CH2:26][C@@H:27]([OH:33])[CH2:28][CH2:29][C:30]([OH:32])=[O:31])=[C:23]([CH3:36])[CH:22]=1)([C:6]1[CH:11]=[CH:10][C:9]([CH2:12][CH2:13][C:14]([CH2:15][CH3:16])([OH:17])[CH2:18][CH3:19])=[C:8]([CH3:20])[CH:7]=1)[CH2:4][CH3:5])[CH3:2]. The yield is 0.520. (6) The reactants are [C:1]([N:8]1[C:12]2[CH:13]=[CH:14][C:15]([C:17]([NH:19][C@@H:20]([CH2:28][C:29]3[CH:34]=[CH:33][C:32]([Cl:35])=[CH:31][CH:30]=3)[C:21]([O:23]C(C)(C)C)=[O:22])=[O:18])=[CH:16][C:11]=2[N:10]=[C:9]1[NH2:36])([O:3][C:4]([CH3:7])([CH3:6])[CH3:5])=[O:2].Cl. The catalyst is O1CCOCC1. The product is [ClH:35].[C:1]([N:8]1[C:12]2[CH:13]=[CH:14][C:15]([C:17]([NH:19][C@@H:20]([CH2:28][C:29]3[CH:34]=[CH:33][C:32]([Cl:35])=[CH:31][CH:30]=3)[C:21]([OH:23])=[O:22])=[O:18])=[CH:16][C:11]=2[N:10]=[C:9]1[NH2:36])([O:3][C:4]([CH3:6])([CH3:7])[CH3:5])=[O:2]. The yield is 0.340. (7) The reactants are [CH3:1][CH:2]([CH3:12])[C:3]([C:6]1[CH:11]=[N:10][CH:9]=[CH:8][N:7]=1)([OH:5])[CH3:4]. The catalyst is [Pt](=O)=O.CO. The product is [CH3:1][CH:2]([CH3:12])[C:3]([CH:6]1[CH2:11][NH:10][CH2:9][CH2:8][NH:7]1)([OH:5])[CH3:4]. The yield is 0.970. (8) The reactants are [CH3:1][C:2]1[C:3]([C:13]([F:16])([F:15])[F:14])=[CH:4][C:5]([N+:10]([O-])=O)=[C:6]([CH:9]=1)[C:7]#[N:8].C(O)C. The catalyst is CO.Cl.[Fe]. The product is [NH2:10][C:5]1[CH:4]=[C:3]([C:13]([F:14])([F:15])[F:16])[C:2]([CH3:1])=[CH:9][C:6]=1[C:7]#[N:8]. The yield is 0.780. (9) The reactants are [F:1][C:2]1[C:10]([CH3:11])=[CH:9][C:8]([O:12][Si](C(C)C)(C(C)C)C(C)C)=[C:7]([F:23])[C:3]=1C(O)=O.C(Cl)(C(Cl)=O)=O.[N-:30]=[N+]=[N-].[Na+].[OH-].[K+].Cl. The catalyst is C(Cl)Cl.CN(C=O)C.CC(C)=O.O.O1CCOCC1. The product is [NH2:30][C:3]1[C:7]([F:23])=[C:8]([OH:12])[CH:9]=[C:10]([CH3:11])[C:2]=1[F:1]. The yield is 0.870.